From a dataset of Full USPTO retrosynthesis dataset with 1.9M reactions from patents (1976-2016). Predict the reactants needed to synthesize the given product. (1) The reactants are: [NH2:1][C:2]1[CH:10]=[C:9]([F:11])[CH:8]=[CH:7][C:3]=1[C:4]([OH:6])=[O:5].[N:12]1[CH:17]=[CH:16][C:15]([CH:18]=O)=[CH:14][CH:13]=1.C(O[BH-](OC(=O)C)OC(=O)C)(=O)C.[Na+]. Given the product [F:11][C:9]1[CH:8]=[CH:7][C:3]([C:4]([OH:6])=[O:5])=[C:2]([NH:1][CH2:18][C:15]2[CH:16]=[CH:17][N:12]=[CH:13][CH:14]=2)[CH:10]=1, predict the reactants needed to synthesize it. (2) Given the product [OH:15][CH:14]([C:10]1[CH:11]=[CH:12][C:7]([CH:4]([CH3:6])[CH3:5])=[CH:8][CH:9]=1)[C:16]1[C:24]2[O:23][CH2:22][CH:21]([C:25]3[CH:30]=[CH:29][CH:28]=[CH:27][CH:26]=3)[C:20]=2[C:19]([CH3:31])=[C:18]([NH:32][C:33](=[O:39])[CH2:34][C:35]([CH3:36])([CH3:37])[CH3:38])[C:17]=1[CH3:40], predict the reactants needed to synthesize it. The reactants are: [Mg].II.[CH:4]([C:7]1[CH:12]=[CH:11][C:10](Br)=[CH:9][CH:8]=1)([CH3:6])[CH3:5].[CH:14]([C:16]1[C:24]2[O:23][CH2:22][CH:21]([C:25]3[CH:30]=[CH:29][CH:28]=[CH:27][CH:26]=3)[C:20]=2[C:19]([CH3:31])=[C:18]([NH:32][C:33](=[O:39])[CH2:34][C:35]([CH3:38])([CH3:37])[CH3:36])[C:17]=1[CH3:40])=[O:15]. (3) Given the product [CH3:15][O:16][C:17](=[O:30])[C@H:18]([NH:29][S:8]([C:6]1[CH:7]=[C:2]([Br:1])[CH:3]=[CH:4][C:5]=1[O:12][CH3:13])(=[O:10])=[O:9])[CH2:19][C:20]1[C:28]2[C:23](=[CH:24][CH:25]=[CH:26][CH:27]=2)[NH:22][CH:21]=1, predict the reactants needed to synthesize it. The reactants are: [Br:1][C:2]1[CH:3]=[CH:4][C:5]([O:12][CH3:13])=[C:6]([S:8](Cl)(=[O:10])=[O:9])[CH:7]=1.Cl.[CH3:15][O:16][C:17](=[O:30])[C@H:18]([NH2:29])[CH2:19][C:20]1[C:28]2[C:23](=[CH:24][CH:25]=[CH:26][CH:27]=2)[NH:22][CH:21]=1.